The task is: Predict the product of the given reaction.. This data is from Forward reaction prediction with 1.9M reactions from USPTO patents (1976-2016). (1) Given the reactants [Cl:1][C:2]1[CH:3]=[C:4]2[C:12](=[C:13]([NH:15][C:16]([C@H:18]3[N:23]([CH2:24][C:25]([OH:27])=O)[CH2:22][C:21]([CH3:29])([CH3:28])[O:20][CH2:19]3)=[O:17])[CH:14]=1)[NH:11][C:10]1[CH:9]=[N:8][CH:7]=[CH:6][C:5]2=1.[NH:30]1[CH2:34][CH2:33][CH2:32][CH2:31]1.C([O-])(=O)C.[NH4+], predict the reaction product. The product is: [Cl:1][C:2]1[CH:3]=[C:4]2[C:12](=[C:13]([NH:15][C:16]([C@@H:18]3[CH2:19][O:20][C:21]([CH3:29])([CH3:28])[CH2:22][N:23]3[CH2:24][C:25](=[O:27])[N:30]3[CH2:34][CH2:33][CH2:32][CH2:31]3)=[O:17])[CH:14]=1)[NH:11][C:10]1[CH:9]=[N:8][CH:7]=[CH:6][C:5]2=1. (2) Given the reactants C([Li])CCC.C(OP([CH2:14][C:15]1[CH:20]=[CH:19][C:18]([S:21]([CH3:24])(=[O:23])=[O:22])=[CH:17][CH:16]=1)(=O)OCC)C.[C:25]([O:29][C:30]([N:32]1[CH2:42][CH2:41][C:35]2([O:39][CH:38](O)[CH2:37][CH2:36]2)[CH2:34][CH2:33]1)=[O:31])([CH3:28])([CH3:27])[CH3:26].[NH4+].[Cl-], predict the reaction product. The product is: [C:25]([O:29][C:30]([N:32]1[CH2:42][CH2:41][C:35]([OH:39])([CH2:36][CH2:37]/[CH:38]=[CH:14]/[C:15]2[CH:16]=[CH:17][C:18]([S:21]([CH3:24])(=[O:22])=[O:23])=[CH:19][CH:20]=2)[CH2:34][CH2:33]1)=[O:31])([CH3:28])([CH3:27])[CH3:26]. (3) The product is: [CH2:8]([O:15][C:16]1[C:23]([O:24][CH3:25])=[CH:22][C:19]([C:20]([OH:1])=[O:21])=[CH:18][C:17]=1[F:26])[C:9]1[CH:10]=[CH:11][CH:12]=[CH:13][CH:14]=1. Given the reactants [OH2:1].[Mn]([O-])(=O)(=O)=O.[K+].[CH2:8]([O:15][C:16]1[C:23]([O:24][CH3:25])=[CH:22][C:19]([CH:20]=[O:21])=[CH:18][C:17]=1[F:26])[C:9]1[CH:14]=[CH:13][CH:12]=[CH:11][CH:10]=1, predict the reaction product.